Dataset: Reaction yield outcomes from USPTO patents with 853,638 reactions. Task: Predict the reaction yield, written as a fraction of the theoretical maximum amount of product (1.0 means a 100% yield; for example, 0.34 means a 34% yield). (1) The reactants are [C:1]([C:4]1[CH:5]=[C:6]([CH:24]=[CH:25][CH:26]=1)[C:7]([NH:9][C:10]1[C:15]([F:16])=[C:14]([F:17])[C:13]([C:18]([F:21])([F:20])[F:19])=[C:12]([F:22])[C:11]=1[F:23])=[O:8])(=[O:3])[CH3:2].[O-]S(C(F)(F)[F:32])(=O)=O.F[N+]1C(C)=CC(C)=CC=1C. No catalyst specified. The product is [C:1]([C:4]1[CH:26]=[CH:25][C:24]([F:32])=[C:6]([CH:5]=1)[C:7]([NH:9][C:10]1[C:11]([F:23])=[C:12]([F:22])[C:13]([C:18]([F:21])([F:19])[F:20])=[C:14]([F:17])[C:15]=1[F:16])=[O:8])(=[O:3])[CH3:2]. The yield is 0.360. (2) The reactants are [NH:1]1[CH:5]=[C:4]([CH2:6][CH2:7][NH:8][C:9](=[O:24])[NH:10][CH:11]([CH2:15][C:16]2[CH:21]=[CH:20][C:19]([O:22][CH3:23])=[CH:18][CH:17]=2)[C:12]([OH:14])=O)[N:3]=[CH:2]1.C(N(C(C)C)CC)(C)C.CN(C(ON1N=NC2C=CC=CC1=2)=[N+](C)C)C.[B-](F)(F)(F)F.[CH:56]1([C:62]([CH:64]2[CH2:67][NH:66][CH2:65]2)=[O:63])[CH2:61][CH2:60][CH2:59][CH2:58][CH2:57]1. The catalyst is ClCCl.CN(C)C=O. The product is [CH:56]1([C:62]([CH:64]2[CH2:67][N:66]([C:12](=[O:14])[CH:11]([NH:10][C:9]([NH:8][CH2:7][CH2:6][C:4]3[N:3]=[CH:2][NH:1][CH:5]=3)=[O:24])[CH2:15][C:16]3[CH:21]=[CH:20][C:19]([O:22][CH3:23])=[CH:18][CH:17]=3)[CH2:65]2)=[O:63])[CH2:61][CH2:60][CH2:59][CH2:58][CH2:57]1. The yield is 0.0300. (3) The reactants are [Br:1][C:2]1[CH:3]=[C:4]2[NH:10][C:9]([CH3:11])=[N:8][C:5]2=[N:6][CH:7]=1.C(N(C(C)C)CC)(C)C.Cl[C:22]([O:24][CH2:25][CH:26]([CH3:28])[CH3:27])=[O:23]. The catalyst is CN(C)C=O.C(OCC)(=O)C. The product is [Br:1][C:2]1[CH:3]=[C:4]2[N:10]([C:22]([O:24][CH2:25][CH:26]([CH3:28])[CH3:27])=[O:23])[C:9]([CH3:11])=[N:8][C:5]2=[N:6][CH:7]=1. The yield is 0.460. (4) The reactants are [Cl:1][C:2]1[CH:11]=[C:10]([Cl:12])[C:9]2[C:4](=[CH:5][CH:6]=[CH:7][CH:8]=2)[N:3]=1.[NH2:13][C@@H:14]1[CH2:19][CH2:18][C@H:17]([NH:20][C:21](=[O:35])[C:22]2[CH:27]=[CH:26][CH:25]=[N:24][C:23]=2[O:28][C:29]2[CH:34]=[CH:33][CH:32]=[CH:31][CH:30]=2)[CH2:16][CH2:15]1.C([O-])(O)=O.[Na+].[ClH:41]. The catalyst is C(O)CCC.CCOC(C)=O. The product is [ClH:1].[Cl:12][C:10]1[C:9]2[C:4](=[CH:5][CH:6]=[CH:7][CH:8]=2)[N:3]=[C:2]([NH:13][C@@H:14]2[CH2:15][CH2:16][C@H:17]([NH:20][C:21](=[O:35])[C:22]3[CH:27]=[CH:26][CH:25]=[N:24][C:23]=3[O:28][C:29]3[CH:34]=[CH:33][CH:32]=[CH:31][CH:30]=3)[CH2:18][CH2:19]2)[CH:11]=1.[ClH:41].[Cl:1][C:2]1[CH:11]=[C:10]([NH:13][C@@H:14]2[CH2:15][CH2:16][C@H:17]([NH:20][C:21](=[O:35])[C:22]3[CH:27]=[CH:26][CH:25]=[N:24][C:23]=3[O:28][C:29]3[CH:34]=[CH:33][CH:32]=[CH:31][CH:30]=3)[CH2:18][CH2:19]2)[C:9]2[C:4](=[CH:5][CH:6]=[CH:7][CH:8]=2)[N:3]=1. The yield is 0.0800. (5) The reactants are [C:1]([O:5][C:6]([NH:8][C@H:9]([CH2:17][OH:18])[CH2:10][CH2:11][CH2:12][C:13]([O:15][CH3:16])=[O:14])=[O:7])([CH3:4])([CH3:3])[CH3:2].N1C=CN=C1.[Si:24](Cl)([C:27]([CH3:30])([CH3:29])[CH3:28])([CH3:26])[CH3:25].C(OCC)C. The catalyst is CN(C=O)C.[Cl-].[Na+].O. The product is [C:1]([O:5][C:6]([NH:8][C@H:9]([CH2:17][O:18][Si:24]([C:27]([CH3:30])([CH3:29])[CH3:28])([CH3:26])[CH3:25])[CH2:10][CH2:11][CH2:12][C:13]([O:15][CH3:16])=[O:14])=[O:7])([CH3:3])([CH3:2])[CH3:4]. The yield is 0.920. (6) The reactants are [CH3:1][O:2][C:3]([C:5]1[S:6][C:7]([Br:30])=[CH:8][C:9]=1[N:10]([CH:20]1[CH2:29][CH2:28][C:23]2(OCC[O:24]2)[CH2:22][CH2:21]1)[C:11]([C@H:13]1[CH2:18][CH2:17][C@H:16]([CH3:19])[CH2:15][CH2:14]1)=[O:12])=[O:4].Cl. The catalyst is O1CCCC1. The product is [CH3:1][O:2][C:3]([C:5]1[S:6][C:7]([Br:30])=[CH:8][C:9]=1[N:10]([C:11]([C@H:13]1[CH2:14][CH2:15][C@H:16]([CH3:19])[CH2:17][CH2:18]1)=[O:12])[CH:20]1[CH2:29][CH2:28][C:23](=[O:24])[CH2:22][CH2:21]1)=[O:4]. The yield is 0.950.